From a dataset of Catalyst prediction with 721,799 reactions and 888 catalyst types from USPTO. Predict which catalyst facilitates the given reaction. (1) Reactant: C([O:3][C:4](=O)[C@@:5]([NH:25]C(OC(C)(C)C)=O)([CH3:24])[CH2:6][CH2:7][C:8]1[CH:13]=[CH:12][C:11]([C:14]2[CH:19]=[CH:18][C:17]([CH2:20][CH2:21][CH2:22][CH3:23])=[CH:16][CH:15]=2)=[CH:10][CH:9]=1)C.[BH4-].[Li+].C(OCC)(=O)C. Product: [NH2:25][C@:5]([CH3:24])([CH2:6][CH2:7][C:8]1[CH:13]=[CH:12][C:11]([C:14]2[CH:15]=[CH:16][C:17]([CH2:20][CH2:21][CH2:22][CH3:23])=[CH:18][CH:19]=2)=[CH:10][CH:9]=1)[CH2:4][OH:3]. The catalyst class is: 27. (2) Reactant: [NH2:1][C:2]1[CH:7]=[CH:6][C:5]([CH2:8][C:9]([O:11][CH3:12])=[O:10])=[C:4]([Cl:13])[CH:3]=1.FC(F)(F)C(O[Si](C)(C)C)=O.[CH:25](OCC)(OCC)OCC.[N:35]([Si](C)(C)C)=[N+:36]=[N-:37]. Product: [Cl:13][C:4]1[CH:3]=[C:2]([N:1]2[CH:25]=[N:35][N:36]=[N:37]2)[CH:7]=[CH:6][C:5]=1[CH2:8][C:9]([O:11][CH3:12])=[O:10]. The catalyst class is: 25.